This data is from Full USPTO retrosynthesis dataset with 1.9M reactions from patents (1976-2016). The task is: Predict the reactants needed to synthesize the given product. (1) The reactants are: [C:1]1([S:7]([N:10]2[C:18]3[C:13](=[CH:14][C:15]([S:19][CH3:20])=[CH:16][CH:17]=3)[CH:12]=[C:11]2[CH:21]([C:23]2[O:27][C:26]([C:28]([O:30][CH2:31][CH3:32])=[O:29])=[CH:25][CH:24]=2)O)(=[O:9])=[O:8])[CH:6]=[CH:5][CH:4]=[CH:3][CH:2]=1. Given the product [C:1]1([S:7]([N:10]2[C:18]3[C:13](=[CH:14][C:15]([S:19][CH3:20])=[CH:16][CH:17]=3)[CH:12]=[C:11]2[CH2:21][C:23]2[O:27][C:26]([C:28]([O:30][CH2:31][CH3:32])=[O:29])=[CH:25][CH:24]=2)(=[O:9])=[O:8])[CH:2]=[CH:3][CH:4]=[CH:5][CH:6]=1, predict the reactants needed to synthesize it. (2) Given the product [NH:32]1[C:40]2[CH:39]=[CH:38][N:37]=[C:36]([C:41]#[N:44])[C:35]=2[CH:34]=[CH:33]1, predict the reactants needed to synthesize it. The reactants are: FC1C2C(C(=O)NC)=C(C3C=CC(F)=CC=3)OC=2C=CC=1C1C=C(C=CC=1C)C(O)=O.[NH:32]1[C:40]2[CH:39]=[CH:38][N:37]=[C:36]([C:41]3([NH2:44])CC3)[C:35]=2[CH:34]=[CH:33]1. (3) Given the product [F:15][C:16]1[CH:22]=[C:21]([C:5]([F:8])([F:7])[C:4]([F:10])([F:9])[C:3]([F:12])([F:11])[C:2]([F:14])([F:13])[F:1])[CH:20]=[CH:19][C:17]=1[NH2:18], predict the reactants needed to synthesize it. The reactants are: [F:1][C:2]([F:14])([F:13])[C:3]([F:12])([F:11])[C:4]([F:10])([F:9])[C:5]([F:8])([F:7])I.[F:15][C:16]1[CH:22]=[C:21](I)[CH:20]=[CH:19][C:17]=1[NH2:18]. (4) Given the product [C:1]([O:5][C:6](=[O:27])[NH:7][C:8]1[CH:13]=[C:12]([C:14]([F:17])([F:16])[F:15])[CH:11]=[C:10]([C:18]2[C:23]([C:36]#[C:35][C:32]3[CH:31]=[N:30][C:29]([NH2:28])=[CH:34][CH:33]=3)=[C:22]([CH3:25])[N:21]=[C:20]([NH2:26])[N:19]=2)[CH:9]=1)([CH3:4])([CH3:3])[CH3:2], predict the reactants needed to synthesize it. The reactants are: [C:1]([O:5][C:6](=[O:27])[NH:7][C:8]1[CH:13]=[C:12]([C:14]([F:17])([F:16])[F:15])[CH:11]=[C:10]([C:18]2[C:23](I)=[C:22]([CH3:25])[N:21]=[C:20]([NH2:26])[N:19]=2)[CH:9]=1)([CH3:4])([CH3:3])[CH3:2].[NH2:28][C:29]1[CH:34]=[CH:33][C:32]([C:35]#[CH:36])=[CH:31][N:30]=1.C(N(CC)CC)C.